Predict the reactants needed to synthesize the given product. From a dataset of Full USPTO retrosynthesis dataset with 1.9M reactions from patents (1976-2016). (1) Given the product [C:51]([NH2:49])(=[O:52])[C:24]1[CH:25]=[CH:26][CH:27]=[CH:28][CH:29]=1, predict the reactants needed to synthesize it. The reactants are: Cl.NCC#N.C1CN([P+](ON2N=N[C:25]3[CH:26]=[CH:27][CH:28]=[CH:29][C:24]2=3)(N2CCCC2)N2CCCC2)CC1.F[P-](F)(F)(F)(F)F.C(N(CC)C(C)C)(C)C.C[N:49]([CH:51]=[O:52])C. (2) Given the product [ClH:120].[CH2:78]([C:80]1[N:90]([CH2:91][C:92]2[CH:119]=[CH:118][C:95]3[N:96]([CH3:117])[C:97]4[CH:104]=[CH:103][C:102]([CH2:105][N:106]5[CH2:107][CH2:108][CH:109]([C:112]6[N:116]=[N:115][NH:114][N:113]=6)[CH2:110][CH2:111]5)=[CH:101][C:98]=4[CH2:99][CH2:100][C:94]=3[CH:93]=2)[C:83]2=[N:84][C:85]([CH3:89])=[CH:86][C:87]([CH3:88])=[C:82]2[N:81]=1)[CH3:79], predict the reactants needed to synthesize it. The reactants are: C(C1N(CC2C=CC3NC4C=CC(CN5CCC(C#N)CC5)=CC=4CCC=3C=2)C2=NC(C)=CC(C)=C2N=1)C.C(C1N(CC2C=CC3N(C)C4C=CC(CN5CCC(C#N)CC5)=CC=4CCC=3C=2)C2=NC(C)=CC(C)=C2N=1)C.[CH2:78]([C:80]1[N:90]([CH2:91][C:92]2[CH:119]=[CH:118][C:95]3[N:96]([CH3:117])[C:97]4[CH:104]=[CH:103][C:102]([CH2:105][N:106]5[CH2:111][CH2:110][CH:109]([C:112]6[N:113]=[N:114][NH:115][N:116]=6)[CH2:108][CH2:107]5)=[CH:101][C:98]=4[CH2:99][CH2:100][C:94]=3[CH:93]=2)[C:83]2=[N:84][C:85]([CH3:89])=[CH:86][C:87]([CH3:88])=[C:82]2[N:81]=1)[CH3:79].[ClH:120]. (3) Given the product [NH2:27][C:24]1[CH:25]=[CH:26][C:21]([N:18]2[CH2:19][CH2:20][N:15]([CH:8]([C:9]3[CH:10]=[CH:11][CH:12]=[CH:13][CH:14]=3)[C:7]([N:6]([CH2:4][CH3:5])[CH2:32][CH3:33])=[O:31])[CH2:16][CH2:17]2)=[C:22]([F:30])[CH:23]=1, predict the reactants needed to synthesize it. The reactants are: C(O)C.[CH2:4]([N:6]([CH2:32][CH3:33])[C:7](=[O:31])[CH:8]([N:15]1[CH2:20][CH2:19][N:18]([C:21]2[CH:26]=[CH:25][C:24]([N+:27]([O-])=O)=[CH:23][C:22]=2[F:30])[CH2:17][CH2:16]1)[C:9]1[CH:14]=[CH:13][CH:12]=[CH:11][CH:10]=1)[CH3:5].O.O.Cl[Sn]Cl.C(=O)([O-])[O-].[Na+].[Na+]. (4) Given the product [Cl:20][C:16]1[CH:15]=[C:14]([S:11]([NH:10][C:9]2[CH:8]=[C:7]([CH3:21])[N:6]=[C:5]3[S:22][C:2]([C:36]4[C:32]([CH3:31])=[N:33][NH:34][CH:35]=4)=[C:3]([C:23]4[CH:28]=[CH:27][CH:26]=[C:25]([O:29][CH3:30])[CH:24]=4)[C:4]=23)(=[O:13])=[O:12])[CH:19]=[CH:18][CH:17]=1, predict the reactants needed to synthesize it. The reactants are: Br[C:2]1[S:22][C:5]2=[N:6][C:7]([CH3:21])=[CH:8][C:9]([NH:10][S:11]([C:14]3[CH:19]=[CH:18][CH:17]=[C:16]([Cl:20])[CH:15]=3)(=[O:13])=[O:12])=[C:4]2[C:3]=1[C:23]1[CH:28]=[CH:27][CH:26]=[C:25]([O:29][CH3:30])[CH:24]=1.[CH3:31][C:32]1[C:36](B2OC(C)(C)C(C)(C)O2)=[CH:35][NH:34][N:33]=1.C(=O)([O-])[O-].[K+].[K+].O. (5) Given the product [Br:10][C:7]1[CH:8]=[CH:9][C:4]([C:3]([OH:12])=[O:2])=[CH:5][C:6]=1[CH3:11], predict the reactants needed to synthesize it. The reactants are: C[O:2][C:3](=[O:12])[C:4]1[CH:9]=[CH:8][C:7]([Br:10])=[C:6]([CH3:11])[CH:5]=1. (6) Given the product [OH:24][CH:17]([CH2:18][N:19]1[CH2:23][CH2:22][CH2:21][CH2:20]1)[CH2:16][NH:15][C:11]([C:10]1[C:9]2[CH2:8][CH2:7][CH2:6][C:5](=[O:14])[C:4]=2[NH:3][C:2]=1[CH3:1])=[O:13], predict the reactants needed to synthesize it. The reactants are: [CH3:1][C:2]1[NH:3][C:4]2[C:5](=[O:14])[CH2:6][CH2:7][CH2:8][C:9]=2[C:10]=1[C:11]([OH:13])=O.[NH2:15][CH2:16][CH:17]([OH:24])[CH2:18][N:19]1[CH2:23][CH2:22][CH2:21][CH2:20]1.